This data is from Catalyst prediction with 721,799 reactions and 888 catalyst types from USPTO. The task is: Predict which catalyst facilitates the given reaction. (1) Reactant: [Br:1][C:2]1[CH:10]=[CH:9][C:5]([C:6]([OH:8])=[O:7])=[C:4]([Cl:11])[CH:3]=1.O[N:13]1[C:17](=[O:18])[CH2:16][CH2:15][C:14]1=[O:19].CCN=C=NCCCN(C)C. Product: [Br:1][C:2]1[CH:10]=[CH:9][C:5]([C:6]([O:8][N:13]2[C:17](=[O:18])[CH2:16][CH2:15][C:14]2=[O:19])=[O:7])=[C:4]([Cl:11])[CH:3]=1. The catalyst class is: 213. (2) Reactant: C(O[C:5](=[O:7])[CH3:6])(=O)C.[CH2:8]1[C:16]2[CH:15]=[CH:14][CH:13]=[C:12]([NH2:17])[C:11]=2[CH2:10][CH2:9]1. Product: [CH2:8]1[C:16]2[C:11](=[C:12]([NH:17][C:5](=[O:7])[CH3:6])[CH:13]=[CH:14][CH:15]=2)[CH2:10][CH2:9]1. The catalyst class is: 14. (3) Reactant: [C:1]1(=[O:8])[CH2:7][CH2:6][CH2:5][CH2:4][CH:3]=[CH:2]1.C1(P(C2C=CC=CC=2)C2C=CC=CC=2)C=CC=CC=1.O([Si:36]([C:39]([CH3:42])([CH3:41])[CH3:40])([CH3:38])[CH3:37])S(C(F)(F)F)(=O)=O.[Li]CCCC.CCCCCC.[CH3:54][C:55]1[CH:62]=[CH:61][CH:60]=[CH:59][C:56]=1[CH:57]=O. The catalyst class is: 1. Product: [C:39]([Si:36]([CH3:38])([CH3:37])[O:8][C:1]1[CH2:7][CH2:6][CH2:5][CH2:4][C:3](=[CH:54][C:55]2[CH:62]=[CH:61][CH:60]=[CH:59][C:56]=2[CH3:57])[CH:2]=1)([CH3:42])([CH3:41])[CH3:40]. (4) Reactant: [H-].[Na+].[N:3]1[CH:8]=[CH:7][CH:6]=[C:5]([CH2:9][C:10]2[C:19]3[C:14](=[CH:15][CH:16]=[CH:17][CH:18]=3)[C:13](=[O:20])[NH:12][N:11]=2)[CH:4]=1.Br[CH2:22][C:23]([N:25]([CH2:34][CH3:35])[C:26]1[CH:31]=[CH:30][C:29]([CH2:32][CH3:33])=[CH:28][CH:27]=1)=[O:24].[NH4+].[Cl-]. Product: [CH2:34]([N:25]([C:26]1[CH:27]=[CH:28][C:29]([CH2:32][CH3:33])=[CH:30][CH:31]=1)[C:23](=[O:24])[CH2:22][N:12]1[N:11]=[C:10]([CH2:9][C:5]2[CH:4]=[N:3][CH:8]=[CH:7][CH:6]=2)[C:19]2[C:14](=[CH:15][CH:16]=[CH:17][CH:18]=2)[C:13]1=[O:20])[CH3:35]. The catalyst class is: 3. (5) Reactant: [C:1]([NH:4][C:5](=[CH:10][C:11]1[CH:16]=[CH:15][C:14]([C:17]#[N:18])=[CH:13][C:12]=1[O:19][CH2:20][C@H:21]([NH:34]C(OC(C)(C)C)=O)[CH2:22][CH2:23][C:24]([O:26][CH2:27][C:28]1[CH:33]=[CH:32][CH:31]=[CH:30][CH:29]=1)=[O:25])[C:6]([O:8][CH3:9])=[O:7])(=[O:3])[CH3:2].[ClH:42]. Product: [ClH:42].[C:1]([NH:4][C:5](=[CH:10][C:11]1[CH:16]=[CH:15][C:14]([C:17]#[N:18])=[CH:13][C:12]=1[O:19][CH2:20][C@H:21]([NH2:34])[CH2:22][CH2:23][C:24]([O:26][CH2:27][C:28]1[CH:33]=[CH:32][CH:31]=[CH:30][CH:29]=1)=[O:25])[C:6]([O:8][CH3:9])=[O:7])(=[O:3])[CH3:2]. The catalyst class is: 12. (6) Reactant: C(OC(=O)[NH:10][C@H:11]1[CH2:14][C@@H:13]([CH2:15][N:16]2[CH2:21][CH2:20][S:19](=[O:23])(=[O:22])[CH2:18][CH2:17]2)[CH2:12]1)C1C=CC=CC=1. Product: [O:23]=[S:19]1(=[O:22])[CH2:20][CH2:21][N:16]([CH2:15][C@@H:13]2[CH2:12][C@H:11]([NH2:10])[CH2:14]2)[CH2:17][CH2:18]1. The catalyst class is: 29. (7) Reactant: [CH3:1][N:2]1[C:7]([CH3:8])=[C:6]([N+:9]([O-:11])=[O:10])[C:5](=[O:12])[N:4]([CH3:13])[C:3]1=[O:14].[CH:15](=O)[C:16]1[CH:21]=[CH:20][CH:19]=[CH:18][CH:17]=1.N1CCCCC1. Product: [CH3:1][N:2]1[C:7](/[CH:8]=[CH:15]/[C:16]2[CH:21]=[CH:20][CH:19]=[CH:18][CH:17]=2)=[C:6]([N+:9]([O-:11])=[O:10])[C:5](=[O:12])[N:4]([CH3:13])[C:3]1=[O:14]. The catalyst class is: 8. (8) Reactant: Cl.[Cl:2][C:3]1[CH:8]=[CH:7][C:6]([NH:9][NH2:10])=[CH:5][C:4]=1[F:11].[CH3:12][C:13]([O:16][C:17](O[C:17]([O:16][C:13]([CH3:15])([CH3:14])[CH3:12])=[O:18])=[O:18])([CH3:15])[CH3:14].C([O-])([O-])=O.[Na+].[Na+].C(#N)C. Product: [Cl:2][C:3]1[CH:8]=[CH:7][C:6]([NH:9][NH:10][C:17]([O:16][C:13]([CH3:15])([CH3:14])[CH3:12])=[O:18])=[CH:5][C:4]=1[F:11]. The catalyst class is: 6. (9) Reactant: [Cl:1][C:2]1[CH:8]=[CH:7][C:5]([NH2:6])=[CH:4][CH:3]=1.[CH3:9][N:10]1[CH:14]=[C:13]2[C:15](=[O:19])[O:16][C:17](=[O:18])[C:12]2=[CH:11]1. Product: [Cl:1][C:2]1[CH:8]=[CH:7][C:5]([NH:6][C:15]([C:13]2[C:12]([C:17]([OH:18])=[O:16])=[CH:11][N:10]([CH3:9])[CH:14]=2)=[O:19])=[CH:4][CH:3]=1. The catalyst class is: 1.